This data is from Forward reaction prediction with 1.9M reactions from USPTO patents (1976-2016). The task is: Predict the product of the given reaction. (1) Given the reactants [O:1]=[C:2]1CCC[C:8]2NC(=S)C(C#N)=C[C:3]1=2.[NH2:15][C:16]1[CH2:25][CH:24]2[CH:19]([CH2:20][CH2:21][CH2:22][CH2:23]2)[C:18](=[O:26])[CH:17]=1.C(OC)(=O)C#C, predict the reaction product. The product is: [NH:15]1[C:16]2[CH2:25][CH:24]3[CH2:23][CH2:22][CH2:21][CH2:20][CH:19]3[C:18](=[O:26])[C:17]=2[CH:8]=[CH:3][C:2]1=[O:1]. (2) Given the reactants C(N(CC)CC)C.FC1C=CC=CC=1N1C2C(=C(N3C(=O)[C@H]4CN(C(NCC5OC=NC=5)=O)C[C@H]4C3)C=CC=2)C=N1.[I-].[F:43][C:44]1[CH:49]=[CH:48][CH:47]=[CH:46][C:45]=1[N:50]1[C:58]2[C:53](=[C:54]([N:59]3[C:63](=[O:64])[CH:62]4[CH2:65][N:66]([C:68]([N:70]5[CH:74]=C[N+](C)=[CH:71]5)=[O:69])[CH2:67][CH:61]4[CH2:60]3)[CH:55]=[CH:56][CH:57]=2)[CH:52]=[N:51]1.CNC, predict the reaction product. The product is: [F:43][C:44]1[CH:49]=[CH:48][CH:47]=[CH:46][C:45]=1[N:50]1[C:58]2[C:53](=[C:54]([N:59]3[C:63](=[O:64])[C@H:62]4[CH2:65][N:66]([C:68]([N:70]([CH3:74])[CH3:71])=[O:69])[CH2:67][C@H:61]4[CH2:60]3)[CH:55]=[CH:56][CH:57]=2)[CH:52]=[N:51]1.